This data is from Full USPTO retrosynthesis dataset with 1.9M reactions from patents (1976-2016). The task is: Predict the reactants needed to synthesize the given product. (1) The reactants are: Cl[C:2]1[C:7]2[N:8]=[C:9]([S:12][CH3:13])[N:10]=[CH:11][C:6]=2[CH:5]=[CH:4][N:3]=1.[CH:14]1(B(O)O)[CH2:16][CH2:15]1.C1(P(C2CCCCC2)C2CCCCC2)CCCCC1. Given the product [CH:14]1([C:2]2[C:7]3[N:8]=[C:9]([S:12][CH3:13])[N:10]=[CH:11][C:6]=3[CH:5]=[CH:4][N:3]=2)[CH2:16][CH2:15]1, predict the reactants needed to synthesize it. (2) The reactants are: [CH3:1][C:2]1([CH3:20])[C:10]2[C:5](=[CH:6][CH:7]=[C:8](OS(C(F)(F)F)(=O)=O)[CH:9]=2)[C:4](=[O:19])[O:3]1.[CH3:21][Si:22]([C:25]#[CH:26])([CH3:24])[CH3:23].C(N(CC)CC)C. Given the product [CH3:1][C:2]1([CH3:20])[C:10]2[C:5](=[CH:6][CH:7]=[C:8]([C:26]#[C:25][Si:22]([CH3:24])([CH3:23])[CH3:21])[CH:9]=2)[C:4](=[O:19])[O:3]1, predict the reactants needed to synthesize it. (3) The reactants are: C([O:4][C@@H:5]([C@@H:9]([O:26]C(=O)C)[C:10]([NH:12][CH2:13][CH2:14][NH:15][C:16]([O:18][CH2:19][C:20]1[CH:25]=[CH:24][CH:23]=[CH:22][CH:21]=1)=[O:17])=[O:11])[C:6]([OH:8])=[O:7])(=O)C.[OH-].[K+].Cl. Given the product [CH2:19]([O:18][C:16]([NH:15][CH2:14][CH2:13][NH:12][C:10](=[O:11])[C@H:9]([OH:26])[C@H:5]([OH:4])[C:6]([OH:8])=[O:7])=[O:17])[C:20]1[CH:25]=[CH:24][CH:23]=[CH:22][CH:21]=1, predict the reactants needed to synthesize it.